Predict the reactants needed to synthesize the given product. From a dataset of Full USPTO retrosynthesis dataset with 1.9M reactions from patents (1976-2016). Given the product [F:29][C:30]1[CH:31]=[C:32]([CH:35]=[CH:36][CH:37]=1)[CH2:33][O:34][CH2:2][C:3]1[N:4]([C:20]2[CH:25]=[CH:24][C:23]([N+:26]([O-:28])=[O:27])=[CH:22][CH:21]=2)[CH:5]=[C:6]([C:8]2[C:9]([C:14]3[CH:19]=[CH:18][CH:17]=[CH:16][CH:15]=3)=[N:10][O:11][C:12]=2[CH3:13])[N:7]=1, predict the reactants needed to synthesize it. The reactants are: Cl[CH2:2][C:3]1[N:4]([C:20]2[CH:25]=[CH:24][C:23]([N+:26]([O-:28])=[O:27])=[CH:22][CH:21]=2)[CH:5]=[C:6]([C:8]2[C:9]([C:14]3[CH:19]=[CH:18][CH:17]=[CH:16][CH:15]=3)=[N:10][O:11][C:12]=2[CH3:13])[N:7]=1.[F:29][C:30]1[CH:31]=[C:32]([CH:35]=[CH:36][CH:37]=1)[CH2:33][OH:34].